This data is from Catalyst prediction with 721,799 reactions and 888 catalyst types from USPTO. The task is: Predict which catalyst facilitates the given reaction. (1) Reactant: [CH2:1]([O:8][C:9]([NH:11][CH2:12][CH2:13][N:14]([CH2:41][CH2:42][NH:43][C:44]([O:46][CH2:47][C:48]1[CH:53]=[CH:52][CH:51]=[CH:50][CH:49]=1)=[O:45])[CH2:15][CH2:16][CH2:17][C@H:18]([N:26]([C:34]([O:36][C:37]([CH3:40])([CH3:39])[CH3:38])=[O:35])[C:27]([O:29][C:30]([CH3:33])([CH3:32])[CH3:31])=[O:28])[C:19]([O:21]C(C)(C)C)=[O:20])=[O:10])[C:2]1[CH:7]=[CH:6][CH:5]=[CH:4][CH:3]=1.Cl.C(OCC)C. Product: [CH2:47]([O:46][C:44]([NH:43][CH2:42][CH2:41][N:14]([CH2:13][CH2:12][NH:11][C:9]([O:8][CH2:1][C:2]1[CH:7]=[CH:6][CH:5]=[CH:4][CH:3]=1)=[O:10])[CH2:15][CH2:16][CH2:17][C@H:18]([N:26]([C:27]([O:29][C:30]([CH3:32])([CH3:33])[CH3:31])=[O:28])[C:34]([O:36][C:37]([CH3:40])([CH3:39])[CH3:38])=[O:35])[C:19]([OH:21])=[O:20])=[O:45])[C:48]1[CH:53]=[CH:52][CH:51]=[CH:50][CH:49]=1. The catalyst class is: 13. (2) Reactant: Br[C:2]1[CH:3]=[C:4]([C:23]([NH2:25])=[O:24])[C:5]2[NH:6][C:7]3[C:12]([C:13]=2[CH:14]=1)=[CH:11][CH:10]=[C:9]([C:15]([N:17]1[CH2:22][CH2:21][O:20][CH2:19][CH2:18]1)=[O:16])[CH:8]=3.CC1(C)C(C)(C)OB([C:34]2[N:35]=[CH:36][S:37][CH:38]=2)O1.C([O-])([O-])=O.[Na+].[Na+].CO. Product: [N:17]1([C:15]([C:9]2[CH:8]=[C:7]3[C:12]([C:13]4[CH:14]=[C:2]([C:34]5[N:35]=[CH:36][S:37][CH:38]=5)[CH:3]=[C:4]([C:23]([NH2:25])=[O:24])[C:5]=4[NH:6]3)=[CH:11][CH:10]=2)=[O:16])[CH2:22][CH2:21][O:20][CH2:19][CH2:18]1. The catalyst class is: 206. (3) Reactant: [CH2:1]([C:3]1[N:13]([CH2:14][C:15]2[CH:16]=[C:17]([CH:22]=[CH:23][CH:24]=2)[C:18](OC)=[O:19])[C:6]2=[N:7][C:8]([CH3:12])=[CH:9][C:10]([CH3:11])=[C:5]2[N:4]=1)[CH3:2].[H-].C([Al+]CC(C)C)C(C)C.O.O.O.O.C(C(C(C([O-])=O)O)O)([O-])=O.[Na+].[K+]. The catalyst class is: 133. Product: [CH2:1]([C:3]1[N:13]([CH2:14][C:15]2[CH:16]=[C:17]([CH:22]=[CH:23][CH:24]=2)[CH2:18][OH:19])[C:6]2=[N:7][C:8]([CH3:12])=[CH:9][C:10]([CH3:11])=[C:5]2[N:4]=1)[CH3:2]. (4) Reactant: [Cl:1][C:2]1[N:3]=[C:4]([CH:16]2[CH2:18][CH2:17]2)[NH:5][C:6]=1[CH2:7][O:8]CC1C=CC=CC=1.CS(O)(=O)=O.[OH-].[Na+]. Product: [Cl:1][C:2]1[N:3]=[C:4]([CH:16]2[CH2:17][CH2:18]2)[NH:5][C:6]=1[CH2:7][OH:8]. The catalyst class is: 22. (5) Reactant: C([O:3][C:4]([CH:6]1[CH2:11][CH2:10][CH2:9][N:8]([C:12](=[O:24])[C:13]2[CH:18]=[CH:17][CH:16]=[CH:15][C:14]=2[NH:19][S:20]([CH3:23])(=[O:22])=[O:21])[CH2:7]1)=[O:5])C.[OH-].[Li+]. Product: [CH3:23][S:20]([NH:19][C:14]1[CH:15]=[CH:16][CH:17]=[CH:18][C:13]=1[C:12]([N:8]1[CH2:9][CH2:10][CH2:11][CH:6]([C:4]([OH:5])=[O:3])[CH2:7]1)=[O:24])(=[O:21])=[O:22]. The catalyst class is: 1. (6) Reactant: [NH2:1][C:2]1[CH:3]=[C:4]([N:11]2[CH2:16][CH2:15][N:14]([C:17]([O:19][C:20]([CH3:23])([CH3:22])[CH3:21])=[O:18])[CH2:13][CH2:12]2)[CH:5]=[CH:6][C:7]=1[N+:8]([O-])=O.[H][H]. Product: [NH2:1][C:2]1[CH:3]=[C:4]([N:11]2[CH2:16][CH2:15][N:14]([C:17]([O:19][C:20]([CH3:23])([CH3:22])[CH3:21])=[O:18])[CH2:13][CH2:12]2)[CH:5]=[CH:6][C:7]=1[NH2:8]. The catalyst class is: 43. (7) Reactant: [CH2:1]([O:3][C@H:4]([C:10]1[CH:15]=[CH:14][C:13]([OH:16])=[CH:12][CH:11]=1)[CH2:5][C:6]([O:8][CH3:9])=[O:7])[CH3:2].[CH2:17]([C:19]1[CH:27]=[CH:26][CH:25]=[C:24]2[C:20]=1[CH2:21][CH2:22][CH:23]2O)[CH3:18].C1(P(C2C=CC=CC=2)C2C=CC=CC=2)C=CC=CC=1.C1(C)C=CC=CC=1.N(C(OCC)=O)=NC(OCC)=O. Product: [CH2:1]([O:3][C@H:4]([C:10]1[CH:15]=[CH:14][C:13]([O:16][CH:23]2[C:24]3[C:20](=[C:19]([CH2:17][CH3:18])[CH:27]=[CH:26][CH:25]=3)[CH2:21][CH2:22]2)=[CH:12][CH:11]=1)[CH2:5][C:6]([O:8][CH3:9])=[O:7])[CH3:2]. The catalyst class is: 7.